Dataset: Reaction yield outcomes from USPTO patents with 853,638 reactions. Task: Predict the reaction yield, written as a fraction of the theoretical maximum amount of product (1.0 means a 100% yield; for example, 0.34 means a 34% yield). (1) The reactants are [CH3:1][O:2][CH2:3][C:4]([CH2:6][O:7][CH3:8])=[CH2:5].B.C1C[O:13]CC1.B(O[O-])=O.[Na+]. The catalyst is C1COCC1.C(Cl)Cl. The product is [CH3:1][O:2][CH2:3][CH:4]([CH2:6][O:7][CH3:8])[CH2:5][OH:13]. The yield is 0.480. (2) The reactants are [C:1]([Cl:6])(=[O:5])[C:2](Cl)=[O:3].[F:7][C:8]1[CH:18]=[CH:17][C:11](OCC(O)=O)=[CH:10][CH:9]=1. The catalyst is CN(C)C=O.ClCCl. The product is [F:7][C:8]1[CH:18]=[CH:17][C:11]([O:3][CH2:2][C:1]([Cl:6])=[O:5])=[CH:10][CH:9]=1. The yield is 1.00. (3) The reactants are C(=O)([O-])[O-].[K+].[K+].[Br:7][C:8]1[CH:13]=[CH:12][C:11]([OH:14])=[CH:10][CH:9]=1.Br[C:16]1[CH:21]=[CH:20][CH:19]=[CH:18][N:17]=1.[OH-].[Na+]. The catalyst is CN1CCCC1=O.[Cu].[Cu]I. The product is [Br:7][C:8]1[CH:13]=[CH:12][C:11]([O:14][C:16]2[CH:21]=[CH:20][CH:19]=[CH:18][N:17]=2)=[CH:10][CH:9]=1. The yield is 0.760. (4) The reactants are [CH3:1][O:2][C:3]1[N:8]=[C:7]([O:9][CH3:10])[C:6](B(O)O)=[CH:5][N:4]=1.Br[C:15]1[CH:20]=[CH:19][CH:18]=[C:17]([CH3:21])[N:16]=1.C([O-])([O-])=O.[Na+].[Na+].C1C=CC(P(C2C=CC=CC=2)C2C=CC=CC=2)=CC=1. The catalyst is C(O)CC.CC([O-])=O.CC([O-])=O.[Pd+2]. The product is [CH3:1][O:2][C:3]1[N:8]=[C:7]([O:9][CH3:10])[C:6]([C:15]2[CH:20]=[CH:19][CH:18]=[C:17]([CH3:21])[N:16]=2)=[CH:5][N:4]=1. The yield is 0.470. (5) The yield is 0.900. The catalyst is C1COCC1. The product is [C:1]([O:5][C:6]([CH2:8][O:9][C:10]1[CH:11]=[C:12]([CH:16]([OH:29])[CH2:17][CH2:18][C:19]2[CH:24]=[CH:23][C:22]([O:25][CH3:26])=[C:21]([O:27][CH3:28])[CH:20]=2)[CH:13]=[CH:14][CH:15]=1)=[O:7])([CH3:3])([CH3:4])[CH3:2]. The reactants are [C:1]([O:5][C:6]([CH2:8][O:9][C:10]1[CH:11]=[C:12]([C:16](=[O:29])[CH2:17][CH2:18][C:19]2[CH:24]=[CH:23][C:22]([O:25][CH3:26])=[C:21]([O:27][CH3:28])[CH:20]=2)[CH:13]=[CH:14][CH:15]=1)=[O:7])([CH3:4])([CH3:3])[CH3:2].B(Cl)([C@@H]1[C@@H](C)[C@H]2C(C)(C)[C@@H](C2)C1)[C@@H]1[C@@H](C)[C@@H]2C(C)(C)[C@@H](C2)C1. (6) The product is [C:13]([C:17]1[CH:22]=[CH:21][C:20]([C:23]2[N:2]([CH3:1])[N:3]=[C:4]([C:5]([C:6]3[CH:11]=[CH:10][CH:9]=[CH:8][CH:7]=3)=[O:12])[C:24]=2[OH:25])=[CH:19][CH:18]=1)([CH3:16])([CH3:15])[CH3:14]. The catalyst is C(O)(=O)C. The yield is 0.590. The reactants are [CH3:1][NH:2][N:3]=[CH:4][C:5](=[O:12])[C:6]1[CH:11]=[CH:10][CH:9]=[CH:8][CH:7]=1.[C:13]([C:17]1[CH:22]=[CH:21][C:20]([C:23](=O)[CH:24]=[O:25])=[CH:19][CH:18]=1)([CH3:16])([CH3:15])[CH3:14]. (7) The reactants are Br[C:2]1[CH:3]=[C:4]2[C:9](=[CH:10][CH:11]=1)[N:8]=[CH:7][N:6]=[C:5]2[C:12]1[CH:17]=[CH:16][N:15]=[CH:14][CH:13]=1.CC1(C)C(C)(C)OB([C:26]2[CH:27]=[C:28]3[CH:34]=[CH:33][NH:32][C:29]3=[N:30][CH:31]=2)O1.C(Cl)Cl.C(=O)([O-])[O-].[Na+].[Na+]. The catalyst is O1CCOCC1. The product is [N:15]1[CH:16]=[CH:17][C:12]([C:5]2[C:4]3[C:9](=[CH:10][CH:11]=[C:2]([C:26]4[CH:27]=[C:28]5[CH:34]=[CH:33][NH:32][C:29]5=[N:30][CH:31]=4)[CH:3]=3)[N:8]=[CH:7][N:6]=2)=[CH:13][CH:14]=1. The yield is 0.290. (8) The yield is 0.950. The reactants are [Cl:1][C:2]1[CH:3]=[C:4]([S:8]([N:11]2[C:15]([C:16]3[C:17]([F:22])=[N:18][CH:19]=[CH:20][CH:21]=3)=[C:14]([F:23])[C:13]([CH2:24][N:25](C)[C:26](=O)OC(C)(C)C)=[CH:12]2)(=[O:10])=[O:9])[CH:5]=[N:6][CH:7]=1.C(OCC)(=O)C.Cl. The product is [ClH:1].[Cl:1][C:2]1[CH:3]=[C:4]([S:8]([N:11]2[C:15]([C:16]3[C:17]([F:22])=[N:18][CH:19]=[CH:20][CH:21]=3)=[C:14]([F:23])[C:13]([CH2:24][NH:25][CH3:26])=[CH:12]2)(=[O:9])=[O:10])[CH:5]=[N:6][CH:7]=1. The catalyst is C(OCC)(=O)C.CC(O)C.